From a dataset of Peptide-MHC class II binding affinity with 134,281 pairs from IEDB. Regression. Given a peptide amino acid sequence and an MHC pseudo amino acid sequence, predict their binding affinity value. This is MHC class II binding data. (1) The peptide sequence is YVENGLISRVLDGLV. The MHC is HLA-DPA10201-DPB10101 with pseudo-sequence HLA-DPA10201-DPB10101. The binding affinity (normalized) is 0.519. (2) The MHC is DRB1_1602 with pseudo-sequence DRB1_1602. The binding affinity (normalized) is 0.160. The peptide sequence is ADLGYGPATPAAPAA.